From a dataset of Forward reaction prediction with 1.9M reactions from USPTO patents (1976-2016). Predict the product of the given reaction. (1) Given the reactants [NH2:1][C:2]1[N:3]=[C:4]([C:28]2[O:29][CH:30]=[CH:31][CH:32]=2)[C:5]2[N:10]=[N:9][N:8]([CH2:11][C:12]3[CH:27]=[CH:26][C:15]4[N:16](C(OC(C)(C)C)=O)[N:17]=[N:18][C:14]=4[CH:13]=3)[C:6]=2[N:7]=1.C1COCC1.CNC, predict the reaction product. The product is: [NH:16]1[C:15]2[CH:26]=[CH:27][C:12]([CH2:11][N:8]3[C:6]4[N:7]=[C:2]([NH2:1])[N:3]=[C:4]([C:28]5[O:29][CH:30]=[CH:31][CH:32]=5)[C:5]=4[N:10]=[N:9]3)=[CH:13][C:14]=2[N:18]=[N:17]1. (2) The product is: [F:45][C:46]1[CH:51]=[CH:50][CH:49]=[CH:48][C:47]=1[O:17][CH2:16][C:13]1([CH2:18][CH2:19][C:20]2[CH:21]=[CH:22][CH:23]=[CH:24][CH:25]=2)[CH2:12][CH2:11][N:10]([CH2:9][C:8]2[C:3]([O:2][CH3:1])=[N:4][CH:5]=[CH:6][CH:7]=2)[CH2:15][CH2:14]1. Given the reactants [CH3:1][O:2][C:3]1[C:8]([CH2:9][N:10]2[CH2:15][CH2:14][C:13]([CH2:18][CH2:19][C:20]3[CH:25]=[CH:24][CH:23]=[CH:22][CH:21]=3)([CH2:16][OH:17])[CH2:12][CH2:11]2)=[CH:7][CH:6]=[CH:5][N:4]=1.C1(P(C2C=CC=CC=2)C2C=CC=CC=2)C=CC=CC=1.[F:45][C:46]1[CH:51]=[CH:50][CH:49]=[CH:48][C:47]=1O.N(C(OCC)=O)=NC(OCC)=O, predict the reaction product. (3) Given the reactants [Br:1][C:2]1[CH:3]=[C:4]([N:13]([CH2:20][CH3:21])[CH:14]2[CH2:19][CH2:18][O:17][CH2:16][CH2:15]2)[C:5]([CH3:12])=[C:6]([CH:11]=1)[C:7]([O:9]C)=[O:8].[OH-].[Na+], predict the reaction product. The product is: [Br:1][C:2]1[CH:3]=[C:4]([N:13]([CH2:20][CH3:21])[CH:14]2[CH2:19][CH2:18][O:17][CH2:16][CH2:15]2)[C:5]([CH3:12])=[C:6]([CH:11]=1)[C:7]([OH:9])=[O:8]. (4) Given the reactants [CH3:1][C:2]1[CH:31]=[CH:30][C:29]([CH3:32])=[CH:28][C:3]=1[C:4]([C:6]1[CH:14]=[C:13]([C:15]([OH:17])=[O:16])[C:12]([C:18](=O)[C:19]2[CH:24]=[C:23]([CH3:25])[CH:22]=[CH:21][C:20]=2[CH3:26])=[CH:11][C:7]=1[C:8]([OH:10])=[O:9])=O.[H][H], predict the reaction product. The product is: [CH3:1][C:2]1[CH:31]=[CH:30][C:29]([CH3:32])=[CH:28][C:3]=1[CH2:4][C:6]1[CH:14]=[C:13]([C:15]([OH:17])=[O:16])[C:12]([CH2:18][C:19]2[CH:24]=[C:23]([CH3:25])[CH:22]=[CH:21][C:20]=2[CH3:26])=[CH:11][C:7]=1[C:8]([OH:10])=[O:9]. (5) Given the reactants [Cl:1][C:2]1[CH:10]=[CH:9][C:5]([C:6]([OH:8])=O)=[CH:4][C:3]=1[I:11].[CH:12]1([NH2:15])[CH2:14][CH2:13]1.CCN(C(C)C)C(C)C, predict the reaction product. The product is: [Cl:1][C:2]1[CH:10]=[CH:9][C:5]([C:6]([NH:15][CH:12]2[CH2:14][CH2:13]2)=[O:8])=[CH:4][C:3]=1[I:11]. (6) Given the reactants [Br:1][C:2]1[CH:3]=[C:4]([C:7]([N:9]([CH2:22][C:23]2[CH:28]=[CH:27][C:26]([O:29][CH3:30])=[CH:25][C:24]=2[O:31][CH3:32])[CH2:10][C:11]#[C:12][C:13]2[CH:18]=[CH:17][C:16]([N+:19]([O-:21])=[O:20])=[CH:15][CH:14]=2)=[O:8])[NH:5][CH:6]=1.N12CCCN=C1CCCCC2, predict the reaction product. The product is: [Br:1][C:2]1[CH:3]=[C:4]2[C:7](=[O:8])[N:9]([CH2:22][C:23]3[CH:28]=[CH:27][C:26]([O:29][CH3:30])=[CH:25][C:24]=3[O:31][CH3:32])[CH:10]=[C:11]([CH2:12][C:13]3[CH:18]=[CH:17][C:16]([N+:19]([O-:21])=[O:20])=[CH:15][CH:14]=3)[N:5]2[CH:6]=1. (7) Given the reactants Br.Br[CH2:3][C:4]1[CH:9]=[CH:8][CH:7]=[CH:6][N:5]=1.[CH3:10][C:11]1[CH:16]=[C:15]([CH3:17])[CH:14]=[CH:13][C:12]=1[C:18]1[CH:19]=[CH:20][C:21](=[S:24])[NH:22][N:23]=1.CC[O-].[Na+], predict the reaction product. The product is: [CH3:10][C:11]1[CH:16]=[C:15]([CH3:17])[CH:14]=[CH:13][C:12]=1[C:18]1[N:23]=[N:22][C:21]([S:24][CH2:3][C:4]2[CH:9]=[CH:8][CH:7]=[CH:6][N:5]=2)=[CH:20][CH:19]=1. (8) Given the reactants [OH:1][C:2]1[CH:28]=[CH:27][C:5]2[N:6]=[C:7]([N:9]3[CH2:14][CH2:13][CH:12]([O:15][CH2:16][C@@H:17]([NH:19][C:20](=[O:26])[O:21][C:22]([CH3:25])([CH3:24])[CH3:23])[CH3:18])[CH2:11][CH2:10]3)[O:8][C:4]=2[CH:3]=1.C(=O)([O-])[O-].[K+].[K+].I[CH2:36][CH:37]1[CH2:40][CH2:39][CH2:38]1, predict the reaction product. The product is: [CH:37]1([CH2:36][O:1][C:2]2[CH:28]=[CH:27][C:5]3[N:6]=[C:7]([N:9]4[CH2:10][CH2:11][CH:12]([O:15][CH2:16][C@@H:17]([NH:19][C:20](=[O:26])[O:21][C:22]([CH3:24])([CH3:23])[CH3:25])[CH3:18])[CH2:13][CH2:14]4)[O:8][C:4]=3[CH:3]=2)[CH2:40][CH2:39][CH2:38]1. (9) Given the reactants [F:1][C:2]1[C:11]2[C:6](=[CH:7][CH:8]=[CH:9][CH:10]=2)[C:5]([C:12]([OH:14])=O)=[CH:4][CH:3]=1.C(Cl)(=O)C(Cl)=O.Cl.[OH:22][CH:23]([C:37]1[C:46]2[C:41](=[CH:42][CH:43]=[CH:44][CH:45]=2)[CH:40]=[CH:39][CH:38]=1)[CH:24]([NH2:36])[CH2:25][C:26]1[CH:31]=[CH:30][C:29]([C:32]([F:35])([F:34])[F:33])=[CH:28][CH:27]=1.C(=O)([O-])O.[Na+], predict the reaction product. The product is: [F:1][C:2]1[C:11]2[C:6](=[CH:7][CH:8]=[CH:9][CH:10]=2)[C:5]([C:12]([NH:36][CH:24]([CH2:25][C:26]2[CH:27]=[CH:28][C:29]([C:32]([F:33])([F:34])[F:35])=[CH:30][CH:31]=2)[CH:23]([OH:22])[C:37]2[C:46]3[C:41](=[CH:42][CH:43]=[CH:44][CH:45]=3)[CH:40]=[CH:39][CH:38]=2)=[O:14])=[CH:4][CH:3]=1. (10) The product is: [CH2:1]([N:8]1[C:16]2[C:11](=[CH:12][C:13]([NH:17][S:31]([CH3:34])(=[O:33])=[O:32])=[CH:14][CH:15]=2)[CH2:10][CH2:9]1)[C:2]1[CH:7]=[CH:6][CH:5]=[CH:4][CH:3]=1. Given the reactants [CH2:1]([N:8]1[C:16]2[C:11](=[CH:12][C:13]([N+:17]([O-])=O)=[CH:14][CH:15]=2)[CH2:10][CH2:9]1)[C:2]1[CH:7]=[CH:6][CH:5]=[CH:4][CH:3]=1.C([O-])=O.[NH4+].C(N(CC)CC)C.[S:31](Cl)([CH3:34])(=[O:33])=[O:32], predict the reaction product.